This data is from Full USPTO retrosynthesis dataset with 1.9M reactions from patents (1976-2016). The task is: Predict the reactants needed to synthesize the given product. (1) Given the product [ClH:1].[CH:18]1([NH:21][CH:2]([CH3:17])[C:3]([C:5]2[C:6]([CH:14]([CH3:16])[CH3:15])=[N:7][N:8]3[CH:13]=[CH:12][CH:11]=[CH:10][C:9]=23)=[O:4])[CH2:20][CH2:19]1, predict the reactants needed to synthesize it. The reactants are: [Cl:1][CH:2]([CH3:17])[C:3]([C:5]1[C:6]([CH:14]([CH3:16])[CH3:15])=[N:7][N:8]2[CH:13]=[CH:12][CH:11]=[CH:10][C:9]=12)=[O:4].[CH:18]1([NH2:21])[CH2:20][CH2:19]1.[Na+].[I-]. (2) The reactants are: [O:1]1[C:5]2([CH2:10][CH2:9][C:8]([C:11]3[C:15]([CH2:16][N:17]([CH3:29])[CH2:18][CH2:19][N:20]([CH3:28])[C:21](=[O:27])[O:22][C:23]([CH3:26])([CH3:25])[CH3:24])=[CH:14][N:13]([CH:30]4[CH2:35][CH2:34][CH2:33][CH2:32][O:31]4)[N:12]=3)=[CH:7][CH2:6]2)[O:4][CH2:3][CH2:2]1.[H][H]. Given the product [O:4]1[C:5]2([CH2:6][CH2:7][CH:8]([C:11]3[C:15]([CH2:16][N:17]([CH3:29])[CH2:18][CH2:19][N:20]([CH3:28])[C:21](=[O:27])[O:22][C:23]([CH3:26])([CH3:25])[CH3:24])=[CH:14][N:13]([CH:30]4[CH2:35][CH2:34][CH2:33][CH2:32][O:31]4)[N:12]=3)[CH2:9][CH2:10]2)[O:1][CH2:2][CH2:3]1, predict the reactants needed to synthesize it. (3) Given the product [CH3:11][O:10][C:8](=[O:9])[CH2:7][O:6][C:4]([O:3][CH2:2][O:40][C:27]1[C:26](=[O:41])[C:25]([C:23]([NH:22][CH2:21][C:15]2[CH:16]=[CH:17][C:18]([F:20])=[CH:19][C:14]=2[F:13])=[O:24])=[CH:39][N:29]2[C:28]=1[C:33](=[O:34])[N:32]1[C@@H:35]([CH3:38])[CH2:36][O:37][C@@H:31]1[CH2:30]2)=[O:5], predict the reactants needed to synthesize it. The reactants are: I[CH2:2][O:3][C:4]([O:6][CH2:7][C:8]([O:10][CH3:11])=[O:9])=[O:5].[Na].[F:13][C:14]1[CH:19]=[C:18]([F:20])[CH:17]=[CH:16][C:15]=1[CH2:21][NH:22][C:23]([C:25]1[C:26](=[O:41])[C:27]([OH:40])=[C:28]2[C:33](=[O:34])[N:32]3[C@@H:35]([CH3:38])[CH2:36][O:37][C@@H:31]3[CH2:30][N:29]2[CH:39]=1)=[O:24].C(=O)([O-])[O-].[K+].[K+]. (4) Given the product [F:1][C:2]1[CH:3]=[C:4]([CH:13]2[CH2:14][O:23]2)[C:5]([CH3:12])=[C:6]2[C:10]=1[C:9](=[O:11])[O:8][CH2:7]2, predict the reactants needed to synthesize it. The reactants are: [F:1][C:2]1[CH:3]=[C:4]([CH:13]=[CH2:14])[C:5]([CH3:12])=[C:6]2[C:10]=1[C:9](=[O:11])[O:8][CH2:7]2.C1C=C(Cl)C=C(C(OO)=[O:23])C=1. (5) The reactants are: C[O:2][C:3]1[CH:4]=[C:5]([C:9]2[S:10][C:11]([C:14]3[CH:19]=[CH:18][C:17]([O:20]C)=[CH:16][CH:15]=3)=[CH:12][CH:13]=2)[CH:6]=[CH:7][CH:8]=1. Given the product [OH:20][C:17]1[CH:18]=[CH:19][C:14]([C:11]2[S:10][C:9]([C:5]3[CH:4]=[C:3]([OH:2])[CH:8]=[CH:7][CH:6]=3)=[CH:13][CH:12]=2)=[CH:15][CH:16]=1, predict the reactants needed to synthesize it. (6) Given the product [CH3:1][CH2:2][O:3][C:4]([C@@H:6]1[CH2:11][CH2:10][CH:9]([CH3:12])[CH2:8][N:7]1[C:14]([O:16][C:17]([CH3:19])([CH3:18])[CH3:20])=[O:15])=[O:5], predict the reactants needed to synthesize it. The reactants are: [CH3:1][CH2:2][O:3][C:4]([C@@H:6]1[CH2:11][CH2:10][CH:9]([CH3:12])[C:8](=O)[N:7]1[C:14]([O:16][C:17]([CH3:20])([CH3:19])[CH3:18])=[O:15])=[O:5].CO.